This data is from Forward reaction prediction with 1.9M reactions from USPTO patents (1976-2016). The task is: Predict the product of the given reaction. Given the reactants [CH2:1]([O:8][C:9]([N:11]1[CH2:15][CH2:14][C@@H:13]([C:16]2([NH:19][C:20]([O:22][C:23]([CH3:26])([CH3:25])[CH3:24])=[O:21])[CH2:18][CH2:17]2)[CH2:12]1)=[O:10])[C:2]1[CH:7]=[CH:6][CH:5]=[CH:4][CH:3]=1.[CH3:27]I, predict the reaction product. The product is: [CH2:1]([O:8][C:9]([N:11]1[CH2:15][CH2:14][C@@H:13]([C:16]2([N:19]([C:20]([O:22][C:23]([CH3:26])([CH3:25])[CH3:24])=[O:21])[CH3:27])[CH2:18][CH2:17]2)[CH2:12]1)=[O:10])[C:2]1[CH:3]=[CH:4][CH:5]=[CH:6][CH:7]=1.